From a dataset of Full USPTO retrosynthesis dataset with 1.9M reactions from patents (1976-2016). Predict the reactants needed to synthesize the given product. (1) Given the product [ClH:1].[NH2:47][CH2:46][C@H:43]1[CH2:42][CH2:41][C@H:40]([C:38]([NH:37][C@H:22]([C:23](=[O:36])[NH:24][C:25]2[CH:26]=[CH:27][C:28]([C:31]3[NH:35][N:34]=[N:33][N:32]=3)=[CH:29][CH:30]=2)[CH2:21][C:17]2[CH:16]=[C:15]([C:11]3[CH:12]=[CH:13][CH:14]=[C:9]([C:7]([NH:6][CH2:5][CH2:4][N:3]([CH3:2])[CH3:55])=[O:8])[CH:10]=3)[CH:20]=[CH:19][CH:18]=2)=[O:39])[CH2:45][CH2:44]1, predict the reactants needed to synthesize it. The reactants are: [ClH:1].[CH3:2][N:3]([CH3:55])[CH2:4][CH2:5][NH:6][C:7]([C:9]1[CH:10]=[C:11]([C:15]2[CH:20]=[CH:19][CH:18]=[C:17]([CH2:21][C@H:22]([NH:37][C:38]([C@H:40]3[CH2:45][CH2:44][C@H:43]([CH2:46][NH:47]C(=O)OC(C)(C)C)[CH2:42][CH2:41]3)=[O:39])[C:23](=[O:36])[NH:24][C:25]3[CH:30]=[CH:29][C:28]([C:31]4[NH:35][N:34]=[N:33][N:32]=4)=[CH:27][CH:26]=3)[CH:16]=2)[CH:12]=[CH:13][CH:14]=1)=[O:8].C(#N)C. (2) Given the product [CH3:29][O:28][C:20]1[CH:19]=[C:18]2[C:23]([CH:24]=[C:5]([C:4]([OH:3])=[O:14])[C:6]([C:7]3[CH:8]=[CH:9][CH:10]=[CH:11][CH:12]=3)=[N:17]2)=[CH:22][CH:21]=1, predict the reactants needed to synthesize it. The reactants are: C([O:3][C:4](=[O:14])[CH2:5][C:6](=O)[C:7]1[CH:12]=[CH:11][CH:10]=[CH:9][CH:8]=1)C.ClC1C(C=O)=[CH:24][C:23]2[C:18](=[CH:19][C:20]([O:28][CH2:29]C)=[CH:21][CH:22]=2)[N:17]=1. (3) Given the product [CH2:1]([O:3][C:4](=[O:17])[C:5]1[CH:10]=[C:9]([CH2:11][NH2:12])[CH:8]=[CH:7][C:6]=1[C:13]([F:15])([F:14])[F:16])[CH3:2], predict the reactants needed to synthesize it. The reactants are: [CH2:1]([O:3][C:4](=[O:17])[C:5]1[CH:10]=[C:9]([C:11]#[N:12])[CH:8]=[CH:7][C:6]=1[C:13]([F:16])([F:15])[F:14])[CH3:2]. (4) Given the product [Cl:15][C:16]1[C:25]2[C:20](=[CH:21][C:22]([CH2:26][NH:29][C:30]3[CH:37]=[CH:36][C:33]([C:34]#[N:35])=[CH:32][CH:31]=3)=[CH:23][CH:24]=2)[N:19]=[C:18]([CH3:28])[CH:17]=1, predict the reactants needed to synthesize it. The reactants are: C(O[BH-](OC(=O)C)OC(=O)C)(=O)C.[Na+].[Cl:15][C:16]1[C:25]2[C:20](=[CH:21][C:22]([CH:26]=O)=[CH:23][CH:24]=2)[N:19]=[C:18]([CH3:28])[CH:17]=1.[NH2:29][C:30]1[CH:37]=[CH:36][C:33]([C:34]#[N:35])=[CH:32][CH:31]=1.C(O)(=O)C. (5) The reactants are: BrCC1C=CC([N+]([O-])=O)=CC=1CBr.[N+:14]([C:17]1[CH:25]=[CH:24][CH:23]=[C:22]2[C:18]=1[CH2:19][C:20](=[O:26])[NH:21]2)([O-])=O. Given the product [NH2:14][C:17]1[CH:25]=[CH:24][CH:23]=[C:22]2[C:18]=1[CH2:19][C:20](=[O:26])[NH:21]2, predict the reactants needed to synthesize it. (6) Given the product [Cl:1][C:2]1[N:3]=[CH:4][C:5]([CH:18]([CH3:20])[CH2:19][OH:21])=[C:6]([C:8]2[NH:9][C:10]3[C:15]([CH:16]=2)=[C:14]([F:17])[CH:13]=[CH:12][CH:11]=3)[CH:7]=1, predict the reactants needed to synthesize it. The reactants are: [Cl:1][C:2]1[CH:7]=[C:6]([C:8]2[NH:9][C:10]3[C:15]([CH:16]=2)=[C:14]([F:17])[CH:13]=[CH:12][CH:11]=3)[C:5]([C:18]([CH3:20])=[CH2:19])=[CH:4][N:3]=1.[OH:21]O. (7) Given the product [CH3:2][O:3][C:4](=[O:22])/[CH:5]=[CH:6]/[C:7]1[CH:8]=[C:9]2[C:18](=[CH:19][CH:20]=1)[O:17][C:12]1([CH2:16][CH2:15][N:14]([CH2:23][C:24]3[CH:29]=[CH:28][CH:27]=[CH:26][CH:25]=3)[CH2:13]1)[CH2:11][C:10]2=[O:21], predict the reactants needed to synthesize it. The reactants are: Cl.[CH3:2][O:3][C:4](=[O:22])/[CH:5]=[CH:6]/[C:7]1[CH:8]=[C:9]2[C:18](=[CH:19][CH:20]=1)[O:17][C:12]1([CH2:16][CH2:15][NH:14][CH2:13]1)[CH2:11][C:10]2=[O:21].[CH:23](=O)[C:24]1[CH:29]=[CH:28][CH:27]=[CH:26][CH:25]=1.[BH-](OC(C)=O)(OC(C)=O)OC(C)=O.[Na+].N.